From a dataset of Catalyst prediction with 721,799 reactions and 888 catalyst types from USPTO. Predict which catalyst facilitates the given reaction. (1) Reactant: O[CH2:2][CH2:3][N:4]1[CH2:10][C:9]2[CH:11]=[CH:12][CH:13]=[CH:14][C:8]=2[NH:7][CH2:6][C:5]1=[O:15].[CH3:16][S:17]([NH:20][C:21](=[O:27])[O:22][C:23]([CH3:26])([CH3:25])[CH3:24])(=[O:19])=[O:18].C1(P(C2C=CC=CC=2)C2C=CC=CC=2)C=CC=CC=1. Product: [CH3:16][S:17]([N:20]([CH2:2][CH2:3][N:4]1[CH2:10][C:9]2[CH:11]=[CH:12][CH:13]=[CH:14][C:8]=2[NH:7][CH2:6][C:5]1=[O:15])[C:21](=[O:27])[O:22][C:23]([CH3:25])([CH3:24])[CH3:26])(=[O:19])=[O:18]. The catalyst class is: 7. (2) Reactant: [Cl:1][C:2]1[N:3]=[C:4]([N:13]2[CH2:18][CH2:17][O:16][CH2:15][CH2:14]2)[C:5]2[N:10]=[C:9]([CH:11]=O)[S:8][C:6]=2[N:7]=1.[O:19]1[CH2:22][CH:21]([CH:23]2[CH2:28][CH2:27][NH:26][CH2:25][CH2:24]2)[CH2:20]1.C(O[BH-](OC(=O)C)OC(=O)C)(=O)C.[Na+]. Product: [Cl:1][C:2]1[N:3]=[C:4]([N:13]2[CH2:18][CH2:17][O:16][CH2:15][CH2:14]2)[C:5]2[N:10]=[C:9]([CH2:11][N:26]3[CH2:27][CH2:28][CH:23]([CH:21]4[CH2:22][O:19][CH2:20]4)[CH2:24][CH2:25]3)[S:8][C:6]=2[N:7]=1. The catalyst class is: 26. (3) Reactant: [OH:1][C:2]1[CH:3]=[C:4]([CH:9]=[CH:10][CH:11]=1)[C:5]([O:7][CH3:8])=[O:6].C([O-])([O-])=O.[K+].[K+].Br[CH2:19][CH2:20][CH2:21][C:22]([O:24][C:25]([CH3:28])([CH3:27])[CH3:26])=[O:23]. Product: [C:25]([O:24][C:22](=[O:23])[CH2:21][CH2:20][CH2:19][O:1][C:2]1[CH:3]=[C:4]([CH:9]=[CH:10][CH:11]=1)[C:5]([O:7][CH3:8])=[O:6])([CH3:28])([CH3:27])[CH3:26]. The catalyst class is: 3. (4) Reactant: Cl[C:2]1[C:11]2[C:6](=[CH:7][CH:8]=[C:9]([N:12]3[CH2:16][CH2:15][CH:14]([OH:17])[CH2:13]3)[CH:10]=2)[CH:5]=[N:4][CH:3]=1.[CH3:18][N:19]1[CH:23]=[C:22]([C:24]2[CH:29]=[CH:28][C:27](B3OC(C)(C)C(C)(C)O3)=[CH:26][CH:25]=2)[CH:21]=[N:20]1.C(=O)([O-])[O-].[Na+].[Na+].O. Product: [CH3:18][N:19]1[CH:23]=[C:22]([C:24]2[CH:25]=[CH:26][C:27]([C:2]3[C:11]4[C:6](=[CH:7][CH:8]=[C:9]([N:12]5[CH2:16][CH2:15][CH:14]([OH:17])[CH2:13]5)[CH:10]=4)[CH:5]=[N:4][CH:3]=3)=[CH:28][CH:29]=2)[CH:21]=[N:20]1. The catalyst class is: 10.